This data is from Full USPTO retrosynthesis dataset with 1.9M reactions from patents (1976-2016). The task is: Predict the reactants needed to synthesize the given product. (1) Given the product [CH3:1][O:2][C:3]1[CH:4]=[CH:5][C:6]([C:14]2[CH:15]=[CH:16][C:17](=[O:20])[NH:18][N:19]=2)=[C:7]2[C:12]=1[N:11]=[C:10]([CH3:13])[CH:9]=[CH:8]2, predict the reactants needed to synthesize it. The reactants are: [CH3:1][O:2][C:3]1[CH:4]=[CH:5][C:6]([C:14]2[CH2:15][CH2:16][C:17](=[O:20])[NH:18][N:19]=2)=[C:7]2[C:12]=1[N:11]=[C:10]([CH3:13])[CH:9]=[CH:8]2.[N+](C1C=C(S([O-])(=O)=O)C=CC=1)([O-])=O.[Na+].Cl. (2) Given the product [CH3:14][N:13]1[C:12](=[O:15])[CH:11]=[C:10]([C:16]2[CH:21]=[CH:20][N:19]=[CH:18][CH:17]=2)[N:9]=[C:8]1[N:2]1[CH2:3][CH:4]2[CH2:7][C@H:1]1[CH2:6][N:5]2[C:23]1[CH:24]=[N:25][CH:26]=[CH:27][CH:28]=1, predict the reactants needed to synthesize it. The reactants are: [C@H:1]12[CH2:7][CH:4]([NH:5][CH2:6]1)[CH2:3][N:2]2[C:8]1[N:13]([CH3:14])[C:12](=[O:15])[CH:11]=[C:10]([C:16]2[CH:21]=[CH:20][N:19]=[CH:18][CH:17]=2)[N:9]=1.Br[C:23]1[CH:24]=[N:25][CH:26]=[CH:27][CH:28]=1.C(=O)([O-])[O-].[Cs+].[Cs+]. (3) Given the product [Cl:8][C:9]1[CH:31]=[CH:30][C:12]([O:13][C:14]2[CH:19]=[CH:18][C:17]([C:20]([CH:23]3[CH2:25][CH2:24]3)([OH:21])[CH2:22][N:3]3[CH:4]=[N:33][CH:32]=[N:2]3)=[C:16]([C:26]([F:29])([F:28])[F:27])[CH:15]=2)=[CH:11][CH:10]=1, predict the reactants needed to synthesize it. The reactants are: N1C=[CH:4][N:3]=[N:2]1.[OH-].[Na+].[Cl:8][C:9]1[CH:31]=[CH:30][C:12]([O:13][C:14]2[CH:19]=[CH:18][C:17]([C:20]3([CH:23]4[CH2:25][CH2:24]4)[CH2:22][O:21]3)=[C:16]([C:26]([F:29])([F:28])[F:27])[CH:15]=2)=[CH:11][CH:10]=1.[CH3:32][N:33](C=O)C.